Dataset: Retrosynthesis with 50K atom-mapped reactions and 10 reaction types from USPTO. Task: Predict the reactants needed to synthesize the given product. (1) Given the product N=C(Nc1ccc2c(c1)SCCN2C1CCNC1)c1cccs1, predict the reactants needed to synthesize it. The reactants are: CC(C)(C)OC(=O)N1CCC(N2CCSc3cc(NC(=N)c4cccs4)ccc32)C1. (2) The reactants are: CNC.O=Cc1ccccc1-c1ccc(C(=O)N2Cc3ccc(C(=O)NCc4cccnc4)n3Cc3ccccc32)cc1. Given the product CN(C)Cc1ccccc1-c1ccc(C(=O)N2Cc3ccc(C(=O)NCc4cccnc4)n3Cc3ccccc32)cc1, predict the reactants needed to synthesize it. (3) Given the product CCOc1ccc(S(=O)(=O)N(Cc2ccc(C#N)cc2)[C@@H](CC)c2ccccc2)cc1, predict the reactants needed to synthesize it. The reactants are: CCOc1ccc(S(=O)(=O)N[C@@H](CC)c2ccccc2)cc1.N#Cc1ccc(CBr)cc1. (4) Given the product O=C(O)COC(=O)c1ccc(OCC2CC2)c(CN2CCOCC2)c1, predict the reactants needed to synthesize it. The reactants are: O=C(COC(=O)c1ccc(OCC2CC2)c(CN2CCOCC2)c1)OCc1ccccc1. (5) Given the product CN1CCC(Nc2ccc(OCCCc3ccc(N4CCc5cccc(C(=O)Nc6nc7ccccc7s6)c5C4)nc3C(=O)OC(C)(C)C)cc2)CC1, predict the reactants needed to synthesize it. The reactants are: CC(C)(C)OC(=O)c1nc(N2CCc3cccc(C(=O)Nc4nc5ccccc5s4)c3C2)ccc1CCCI.CN1CCC(Nc2ccc(O)cc2)CC1. (6) Given the product CCOC(=O)/C=C/c1ccc(I)cc1, predict the reactants needed to synthesize it. The reactants are: CCOC(=O)CP(=O)(OCC)OCC.O=Cc1ccc(I)cc1. (7) The reactants are: CN1CCNCC1.COCCN(C)c1cccc(C(=O)Nc2ccc(C)c(NC(=O)c3cccc(CCl)c3)c2)c1. Given the product COCCN(C)c1cccc(C(=O)Nc2ccc(C)c(NC(=O)c3cccc(CN4CCN(C)CC4)c3)c2)c1, predict the reactants needed to synthesize it. (8) Given the product O=C(O)c1ccc(N2CCN(c3nnc(Cc4ccc(F)cc4)c4ccccc34)CC2)nc1, predict the reactants needed to synthesize it. The reactants are: CCOC(=O)c1ccc(N2CCN(c3nnc(Cc4ccc(F)cc4)c4ccccc34)CC2)nc1. (9) Given the product Fc1cccc(-c2cccc3[nH]ccc23)c1F, predict the reactants needed to synthesize it. The reactants are: CC1(C)OB(c2cccc3[nH]ccc23)OC1(C)C.Fc1cccc(Br)c1F.